Dataset: Forward reaction prediction with 1.9M reactions from USPTO patents (1976-2016). Task: Predict the product of the given reaction. (1) Given the reactants [C:1]1(=[O:7])[O:6][C:4](=[O:5])[CH:3]=[CH:2]1.[O:8]1[CH:12]=[CH:11][CH:10]=[CH:9]1, predict the reaction product. The product is: [CH:9]12[O:8][CH:12]([CH:11]=[CH:10]1)[CH:3]1[CH:2]2[C:1](=[O:7])[O:6][C:4]1=[O:5]. (2) The product is: [N:28]1[CH:33]=[CH:32][CH:31]=[C:30]([NH:34][C:35]([N:23]2[CH2:22][CH2:21][C:19]3([CH2:20][CH:17]([C:13]4[CH:14]=[CH:15][CH:16]=[C:11]([O:10][C:7]5[CH:6]=[CH:5][C:4]([C:3]([F:2])([F:26])[F:27])=[CH:9][N:8]=5)[CH:12]=4)[CH2:18]3)[CH2:25][CH2:24]2)=[O:36])[N:29]=1. Given the reactants Cl.[F:2][C:3]([F:27])([F:26])[C:4]1[CH:5]=[CH:6][C:7]([O:10][C:11]2[CH:12]=[C:13]([CH:17]3[CH2:20][C:19]4([CH2:25][CH2:24][NH:23][CH2:22][CH2:21]4)[CH2:18]3)[CH:14]=[CH:15][CH:16]=2)=[N:8][CH:9]=1.[N:28]1[CH:33]=[CH:32][CH:31]=[C:30]([NH:34][C:35](=O)[O:36]C2C=CC=CC=2)[N:29]=1.CCN(C(C)C)C(C)C, predict the reaction product. (3) The product is: [Cl:20][C:16]1[CH:15]=[C:3]([C:4](=[O:5])[N:6]=[S:7]([CH3:14])[CH2:8][CH2:9][Si:10]([CH3:13])([CH3:12])[CH3:11])[C:2]([NH:1][C:39]([C:38]2[N:34]([C:29]3[C:28]([Cl:27])=[CH:33][CH:32]=[CH:31][N:30]=3)[N:35]=[C:36]([C:42]([F:45])([F:44])[F:43])[CH:37]=2)=[O:40])=[C:18]([CH3:19])[CH:17]=1. Given the reactants [NH2:1][C:2]1[C:18]([CH3:19])=[CH:17][C:16]([Cl:20])=[CH:15][C:3]=1[C:4]([N:6]=[S:7]([CH3:14])[CH2:8][CH2:9][Si:10]([CH3:13])([CH3:12])[CH3:11])=[O:5].C([O-])([O-])=O.[K+].[K+].[Cl:27][C:28]1[C:29]([N:34]2[C:38]([C:39](Cl)=[O:40])=[CH:37][C:36]([C:42]([F:45])([F:44])[F:43])=[N:35]2)=[N:30][CH:31]=[CH:32][CH:33]=1, predict the reaction product. (4) Given the reactants [Cl:1][CH2:2][CH2:3][CH2:4][CH2:5][CH2:6][CH2:7][CH2:8][CH2:9][CH2:10][CH2:11][CH2:12][Si:13](Cl)([Cl:15])[Cl:14].C[SiH](Cl)Cl, predict the reaction product. The product is: [Cl:1][CH2:2][CH2:3][CH2:4][CH2:5][CH2:6][CH2:7][CH2:8][CH2:9][CH2:10][CH2:11][CH2:12][SiH:13]([Cl:15])[Cl:14].